From a dataset of Catalyst prediction with 721,799 reactions and 888 catalyst types from USPTO. Predict which catalyst facilitates the given reaction. (1) Reactant: [Cl:1][C:2]1[N:3]=[N:4][C:5]([CH:8]=[CH2:9])=[CH:6][CH:7]=1. Product: [Cl:1][C:2]1[N:3]=[N:4][C:5]([CH2:8][CH3:9])=[CH:6][CH:7]=1. The catalyst class is: 153. (2) Reactant: [F:1][CH:2]([C:8]([O:10]CC)=[O:9])[C:3]([O:5][CH2:6][CH3:7])=[O:4].[OH-].[K+]. Product: [CH2:6]([O:5][C:3](=[O:4])[CH:2]([F:1])[C:8]([OH:10])=[O:9])[CH3:7]. The catalyst class is: 8. (3) The catalyst class is: 3. Product: [C:46]1([C@H:49]([NH:66][C:52]2[C:51]3[CH:59]=[C:58]([CH:60]([CH:61]4[CH2:62][CH2:2][N:1]([CH2:7][CH2:8][C:9]([NH2:28])=[O:11])[CH2:6][CH2:5]4)[C:65]4[CH:14]=[CH:12][CH:13]=[CH:63][CH:64]=4)[NH:57][C:56]=3[N:55]=[CH:54][N:53]=2)[CH3:50])[CH:45]=[CH:44][CH:43]=[CH:48][CH:47]=1. Reactant: [N:1]1([CH2:7][CH2:8][C:9]([OH:11])=O)[CH2:6][CH2:5]CC[CH2:2]1.[CH:12](N(CC)C(C)C)([CH3:14])[CH3:13].F[B-](F)(F)F.O=C1C=CC=C[N:28]1OC(N(C)C)=[N+](C)C.NC[C:43]1[CH:48]=[CH:47][C:46]([C:49]2[NH:66][C:52]3[N:53]=[CH:54][N:55]=[C:56]([NH:57][C@@H:58]([C:60]4[CH:65]=[CH:64][CH:63]=[CH:62][CH:61]=4)[CH3:59])[C:51]=3[CH:50]=2)=[CH:45][CH:44]=1. (4) Reactant: [BH4-].[Na+].[F:3][C:4]1[C:16]([F:17])=[C:15]([F:18])[CH:14]=[CH:13][C:5]=1[NH:6][C@@H:7]([CH3:12])[C:8](OC)=[O:9].CO.O. Product: [F:3][C:4]1[C:16]([F:17])=[C:15]([F:18])[CH:14]=[CH:13][C:5]=1[NH:6][C@@H:7]([CH3:12])[CH2:8][OH:9]. The catalyst class is: 11. (5) Product: [Br:1][C:2]1[CH:7]=[CH:6][C:5]([CH2:8][C:9]([NH:22][C:20]2[S:21][C:17]([C:14]3([CH3:13])[CH2:16][CH2:15]3)=[N:18][N:19]=2)=[O:11])=[C:4]([F:12])[CH:3]=1. Reactant: [Br:1][C:2]1[CH:7]=[CH:6][C:5]([CH2:8][C:9]([OH:11])=O)=[C:4]([F:12])[CH:3]=1.[CH3:13][C:14]1([C:17]2[S:21][C:20]([NH2:22])=[N:19][N:18]=2)[CH2:16][CH2:15]1.CN1CCOCC1.COC1N=C(OC)N=C([N+]2(C)CCOCC2)N=1.[Cl-]. The catalyst class is: 1.